From a dataset of Peptide-MHC class I binding affinity with 185,985 pairs from IEDB/IMGT. Regression. Given a peptide amino acid sequence and an MHC pseudo amino acid sequence, predict their binding affinity value. This is MHC class I binding data. The peptide sequence is GILGFVFTL. The MHC is HLA-A03:01 with pseudo-sequence HLA-A03:01. The binding affinity (normalized) is 0.